This data is from Forward reaction prediction with 1.9M reactions from USPTO patents (1976-2016). The task is: Predict the product of the given reaction. (1) Given the reactants Br[C:2]1[CH:3]=[C:4]([F:12])[CH:5]=[C:6]2[C:10]=1[NH:9][CH:8]=[C:7]2[CH3:11].[Cl:13][C:14]1[CH:19]=[C:18]([Cl:20])[CH:17]=[CH:16][C:15]=1[OH:21].Cl.CN(C)CC(O)=O.C([O-])([O-])=O.[Cs+].[Cs+], predict the reaction product. The product is: [Cl:13][C:14]1[CH:19]=[C:18]([Cl:20])[CH:17]=[CH:16][C:15]=1[O:21][C:2]1[CH:3]=[C:4]([F:12])[CH:5]=[C:6]2[C:10]=1[NH:9][CH:8]=[C:7]2[CH3:11]. (2) Given the reactants [CH3:1][C:2]1[C:3]([O:10][C@@H:11]2[CH2:16][CH2:15][C@@H:14]([CH3:17])[NH:13][CH2:12]2)=[N:4][CH:5]=[CH:6][C:7]=1[C:8]#[N:9].[N:18]1[CH:23]=[CH:22][CH:21]=[N:20][C:19]=1[C:24]1[CH:32]=[CH:31][CH:30]=[CH:29][C:25]=1[C:26](O)=[O:27].CCN(C(C)C)C(C)C.C(P1(=O)OP(=O)(CCC)OP(=O)(CCC)O1)CC, predict the reaction product. The product is: [CH3:1][C:2]1[C:3]([O:10][C@@H:11]2[CH2:16][CH2:15][C@@H:14]([CH3:17])[N:13]([C:26]([C:25]3[CH:29]=[CH:30][CH:31]=[CH:32][C:24]=3[C:19]3[N:18]=[CH:23][CH:22]=[CH:21][N:20]=3)=[O:27])[CH2:12]2)=[N:4][CH:5]=[CH:6][C:7]=1[C:8]#[N:9]. (3) Given the reactants [CH3:1][O:2][C:3]1[CH:20]=[C:19]([O:21][CH3:22])[CH:18]=[CH:17][C:4]=1[CH2:5][NH:6][S:7]([CH2:10][C:11]1[CH:16]=[CH:15][CH:14]=[CH:13][CH:12]=1)(=[O:9])=[O:8].C([Li])CCC.[CH3:28][C:29]([CH3:31])=[O:30].C(O)(=O)C, predict the reaction product. The product is: [CH3:1][O:2][C:3]1[CH:20]=[C:19]([O:21][CH3:22])[CH:18]=[CH:17][C:4]=1[CH2:5][NH:6][S:7]([CH:10]([C:11]1[CH:16]=[CH:15][CH:14]=[CH:13][CH:12]=1)[C:29]([OH:30])([CH3:31])[CH3:28])(=[O:9])=[O:8].